From a dataset of Reaction yield outcomes from USPTO patents with 853,638 reactions. Predict the reaction yield, written as a fraction of the theoretical maximum amount of product (1.0 means a 100% yield; for example, 0.34 means a 34% yield). (1) The reactants are OO.FC(F)(F)C(OC(=O)C(F)(F)F)=[O:6].[CH3:16][N:17]([CH3:33])[CH2:18][CH2:19][NH:20][C:21]1[N:22]=[N+:23]([O-:32])[C:24]2[CH:30]=[CH:29][C:28]([CH3:31])=[CH:27][C:25]=2[N:26]=1.FC(F)(F)C(O)=O. The catalyst is C(Cl)Cl.C(Cl)(Cl)Cl.N. The product is [CH3:33][N:17]([CH3:16])[CH2:18][CH2:19][NH:20][C:21]1[N:22]=[N+:23]([O-:32])[C:24]2[CH:30]=[CH:29][C:28]([CH3:31])=[CH:27][C:25]=2[N+:26]=1[O-:6]. The yield is 0.340. (2) The yield is 0.960. The catalyst is ClCCl.C(O)C.[Pd]. The product is [NH2:21][C:10]1[CH:11]=[C:12]([N:15]2[CH2:16][CH2:17][O:18][CH2:19][CH2:20]2)[CH:13]=[CH:14][C:9]=1[OH:8]. The reactants are C([O:8][C:9]1[CH:14]=[CH:13][C:12]([N:15]2[CH2:20][CH2:19][O:18][CH2:17][CH2:16]2)=[CH:11][C:10]=1[N+:21]([O-])=O)C1C=CC=CC=1. (3) The reactants are [C:1]([O:5][C:6]([NH:8][CH:9]1[CH2:14][CH2:13][CH:12]([N:15]([CH2:28][CH3:29])[C:16]2[C:17]([CH2:26][CH3:27])=[C:18]([CH:22]=[C:23]([Cl:25])[CH:24]=2)[C:19]([OH:21])=O)[CH2:11][CH2:10]1)=[O:7])([CH3:4])([CH3:3])[CH3:2].CN(C(ON1N=NC2C=CC=NC1=2)=[N+](C)C)C.F[P-](F)(F)(F)(F)F.CCN(C(C)C)C(C)C.[NH2:63][CH2:64][C:65]1[C:66](=[O:73])[NH:67][C:68]([CH3:72])=[CH:69][C:70]=1[CH3:71]. The catalyst is CN(C=O)C. The product is [Cl:25][C:23]1[CH:22]=[C:18]([C:19](=[O:21])[NH:63][CH2:64][C:65]2[C:66](=[O:73])[NH:67][C:68]([CH3:72])=[CH:69][C:70]=2[CH3:71])[C:17]([CH2:26][CH3:27])=[C:16]([N:15]([CH2:28][CH3:29])[CH:12]2[CH2:13][CH2:14][CH:9]([NH:8][C:6](=[O:7])[O:5][C:1]([CH3:4])([CH3:3])[CH3:2])[CH2:10][CH2:11]2)[CH:24]=1. The yield is 0.520. (4) The reactants are [Br:1][C:2]1[CH:7]=[CH:6][C:5]([C:8](=[O:10])[CH3:9])=[CH:4][CH:3]=1.[CH3:11][Mg]Br. The catalyst is O1CCCC1. The product is [Br:1][C:2]1[CH:7]=[CH:6][C:5]([C:8]([OH:10])([CH3:11])[CH3:9])=[CH:4][CH:3]=1. The yield is 0.910. (5) The reactants are [O:1]1[C:5]2[CH:6]=[CH:7][CH:8]=[CH:9][C:4]=2[CH:3]=[C:2]1[C:10](=[O:12])[CH3:11].[Br-:13].[Br-].[Br-].[NH+]1C=CC=CC=1.[NH+]1C=CC=CC=1.[NH+]1C=CC=CC=1. The catalyst is C(O)(=O)C. The product is [O:1]1[C:5]2[CH:6]=[CH:7][CH:8]=[CH:9][C:4]=2[CH:3]=[C:2]1[C:10](=[O:12])[CH2:11][Br:13]. The yield is 0.250.